Dataset: hERG potassium channel inhibition data for cardiac toxicity prediction from Karim et al.. Task: Regression/Classification. Given a drug SMILES string, predict its toxicity properties. Task type varies by dataset: regression for continuous values (e.g., LD50, hERG inhibition percentage) or binary classification for toxic/non-toxic outcomes (e.g., AMES mutagenicity, cardiotoxicity, hepatotoxicity). Dataset: herg_karim. (1) The compound is O=C([C@@H]1C[C@H]1c1ccc(C(F)(F)F)cc1)N1CCN(S(=O)(=O)c2cc(-c3c[nH]nn3)cc(C(F)(F)F)c2)CC1. The result is 1 (blocker). (2) The drug is O=C(N[C@@H]1CCCc2c1[nH]c1ccc(Cl)cc21)c1ccccn1. The result is 0 (non-blocker). (3) The drug is C[C@@H]1CC[C@H](Nc2ncc(C(N)=O)c3sc(-c4ccccc4)cc23)CN1. The result is 1 (blocker). (4) The drug is Cc1ncoc1-c1nnc(SCCCN2C[C@H]3C[C@@]3(c3ccc(C(F)(F)F)cc3)C2)n1C. The result is 1 (blocker). (5) The drug is Nc1ccc(-c2cnc3nc(N4CCC(N5CCCCC5)CC4)sc3c2)cn1. The result is 0 (non-blocker).